Dataset: Full USPTO retrosynthesis dataset with 1.9M reactions from patents (1976-2016). Task: Predict the reactants needed to synthesize the given product. (1) Given the product [F:25][C:26]1[CH:32]=[C:31]([F:33])[CH:30]=[CH:29][C:27]=1[NH:28][C:2]1[CH:24]=[CH:23][C:5]2[C:6](=[O:22])[C:7]3[CH:14]=[C:13]([O:15][CH2:16][CH2:17][OH:18])[CH:12]=[CH:11][C:8]=3[CH2:9][CH2:10][C:4]=2[CH:3]=1, predict the reactants needed to synthesize it. The reactants are: Cl[C:2]1[CH:24]=[CH:23][C:5]2[C:6](=[O:22])[C:7]3[CH:14]=[C:13]([O:15][CH2:16][CH2:17][O:18]C(=O)C)[CH:12]=[CH:11][C:8]=3[CH2:9][CH2:10][C:4]=2[CH:3]=1.[F:25][C:26]1[CH:32]=[C:31]([F:33])[CH:30]=[CH:29][C:27]=1[NH2:28].C1(P(C2CCCCC2)C2C=CC=CC=2C2C(C(C)C)=CC(C(C)C)=CC=2C(C)C)CCCCC1.CC([O-])(C)C.[K+]. (2) Given the product [CH2:1]([O:3][C:4]1[CH:9]=[CH:8][C:7]([NH2:10])=[C:6]([CH3:13])[CH:5]=1)[CH3:2], predict the reactants needed to synthesize it. The reactants are: [CH2:1]([O:3][C:4]1[CH:9]=[CH:8][C:7]([N+:10]([O-])=O)=[C:6]([CH3:13])[CH:5]=1)[CH3:2].CO. (3) Given the product [CH2:1]([N:8]1[C:13](=[O:14])[C:12]2[CH2:15][CH2:16][CH2:17][C:11]=2[N:10]=[C:9]1[CH:18]([N:21]([CH2:22][CH2:23][N:24]([CH3:26])[CH3:25])[C:32](=[O:33])[C:31]1[CH:35]=[CH:36][C:28]([Br:27])=[CH:29][CH:30]=1)[CH2:19][CH3:20])[C:2]1[CH:3]=[CH:4][CH:5]=[CH:6][CH:7]=1, predict the reactants needed to synthesize it. The reactants are: [CH2:1]([N:8]1[C:13](=[O:14])[C:12]2[CH2:15][CH2:16][CH2:17][C:11]=2[N:10]=[C:9]1[CH:18]([NH:21][CH2:22][CH2:23][N:24]([CH3:26])[CH3:25])[CH2:19][CH3:20])[C:2]1[CH:7]=[CH:6][CH:5]=[CH:4][CH:3]=1.[Br:27][C:28]1[CH:36]=[CH:35][C:31]([C:32](Cl)=[O:33])=[CH:30][CH:29]=1. (4) Given the product [N:42]1([CH2:49][CH2:50][O:51][C:52]2[CH:53]=[C:54]3[C:58](=[CH:59][CH:60]=2)[CH2:57][N:56]([C:61]2[CH:66]=[C:65]([OH:67])[CH:64]=[CH:63][C:62]=2[CH:69]2[CH2:78][CH2:77][C:76]4[CH:75]=[C:74]([OH:79])[CH:73]=[CH:72][C:71]=4[CH2:70]2)[CH2:55]3)[CH2:48][CH2:47][CH2:46][CH2:45][CH2:44][CH2:43]1, predict the reactants needed to synthesize it. The reactants are: COC1C=CC(C2CCC3C(=CC=C(OC)C=3)C2)=C(N2CC3C(=CC=C(O)C=3)C2)C=1.Cl.ClCCN1CCCCCC1.[N:42]1([CH2:49][CH2:50][O:51][C:52]2[CH:53]=[C:54]3[C:58](=[CH:59][CH:60]=2)[CH2:57][N:56]([C:61]2[CH:66]=[C:65]([O:67]C)[CH:64]=[CH:63][C:62]=2[CH:69]2[CH2:78][CH2:77][C:76]4[C:71](=[CH:72][CH:73]=[C:74]([O:79]C)[CH:75]=4)[CH2:70]2)[CH2:55]3)[CH2:48][CH2:47][CH2:46][CH2:45][CH2:44][CH2:43]1. (5) Given the product [ClH:2].[Cl:1][C:4]1[C:3]([Cl:2])=[CH:8][N:7]=[CH:6][N:5]=1, predict the reactants needed to synthesize it. The reactants are: [ClH:1].[Cl:2][C:3]1[CH:4]=[N:5][C:6](=O)[NH:7][CH:8]=1. (6) Given the product [I:6][C:7]1[CH:8]=[C:9]([C:10]2[O:16][C:14]([CH3:15])=[CH:13][N:12]=2)[CH:17]=[CH:18][CH:19]=1, predict the reactants needed to synthesize it. The reactants are: S(=O)(=O)(O)O.[I:6][C:7]1[CH:8]=[C:9]([CH:17]=[CH:18][CH:19]=1)[C:10]([NH:12][CH2:13][C:14](=[O:16])[CH3:15])=O.[OH-].[Na+]. (7) Given the product [CH3:1][NH:2][C:5]([C@@H:7]1[O:11][C:10](=[O:12])[N:9]([C:13]2[CH:14]=[C:15]3[C:19](=[CH:20][CH:21]=2)[N:18]([CH2:22][CH:23]([CH3:24])[CH3:25])[C:17](=[O:26])[CH2:16]3)[CH2:8]1)=[O:4], predict the reactants needed to synthesize it. The reactants are: [CH3:1][NH2:2].C[O:4][C:5]([C@@H:7]1[O:11][C:10](=[O:12])[N:9]([C:13]2[CH:14]=[C:15]3[C:19](=[CH:20][CH:21]=2)[N:18]([CH2:22][CH:23]([CH3:25])[CH3:24])[C:17](=[O:26])[CH2:16]3)[CH2:8]1)=O.